Dataset: Forward reaction prediction with 1.9M reactions from USPTO patents (1976-2016). Task: Predict the product of the given reaction. (1) Given the reactants [NH2:1][C@H:2]([C:8]([O-:10])=[O:9])[CH2:3][CH2:4][C:5]([O-:7])=[O:6].[Sr+2].N[C@H](C(O)=O)CCC(O)=O.O.O.O.O.O.O.O.O.[OH-].[Ba+2:31].[OH-], predict the reaction product. The product is: [NH2:1][C@H:2]([C:8]([O-:10])=[O:9])[CH2:3][CH2:4][C:5]([O-:7])=[O:6].[Ba+2:31]. (2) The product is: [O:7]=[C:5]1[CH2:6][O:1][C:2]2[CH:11]=[CH:10][C:9]([S:12]([Cl:16])(=[O:14])=[O:13])=[CH:8][C:3]=2[NH:4]1. Given the reactants [O:1]1[CH2:6][C:5](=[O:7])[NH:4][C:3]2[CH:8]=[CH:9][CH:10]=[CH:11][C:2]1=2.[S:12]([Cl:16])(=O)(=[O:14])[OH:13], predict the reaction product. (3) Given the reactants Cl[CH2:2][CH2:3][NH:4][C:5](=[O:36])[NH:6][C:7]1[N:12]=[CH:11][C:10]([O:13][C:14]2[CH:15]=[C:16]([NH:20][C:21]([N:23]3[CH2:27][CH2:26][N:25]([C:28]4[CH:33]=[CH:32][C:31]([F:34])=[CH:30][CH:29]=4)[C:24]3=[O:35])=[O:22])[CH:17]=[CH:18][CH:19]=2)=[CH:9][CH:8]=1.[NH:37]1[CH2:41][CH2:40][CH2:39][CH2:38]1, predict the reaction product. The product is: [F:34][C:31]1[CH:32]=[CH:33][C:28]([N:25]2[CH2:26][CH2:27][N:23]([C:21]([NH:20][C:16]3[CH:17]=[CH:18][CH:19]=[C:14]([O:13][C:10]4[CH:11]=[N:12][C:7]([NH:6][C:5]([NH:4][CH2:3][CH2:2][N:37]5[CH2:41][CH2:40][CH2:39][CH2:38]5)=[O:36])=[CH:8][CH:9]=4)[CH:15]=3)=[O:22])[C:24]2=[O:35])=[CH:29][CH:30]=1. (4) The product is: [NH2:27][CH2:15][C@H:13]([OH:14])[C@@H:12]([NH:16][C:17](=[O:23])[O:18][C:19]([CH3:22])([CH3:21])[CH3:20])[CH2:11][C@H:10]([CH2:9][O:8][CH2:1][C:2]1[CH:7]=[CH:6][CH:5]=[CH:4][CH:3]=1)[CH:24]([CH3:26])[CH3:25]. Given the reactants [CH2:1]([O:8][CH2:9][C@H:10]([CH:24]([CH3:26])[CH3:25])[CH2:11][C@H:12]([NH:16][C:17](=[O:23])[O:18][C:19]([CH3:22])([CH3:21])[CH3:20])[C@@H:13]1[CH2:15][O:14]1)[C:2]1[CH:7]=[CH:6][CH:5]=[CH:4][CH:3]=1.[NH4+:27].[OH-], predict the reaction product. (5) Given the reactants [CH3:1][C:2]1[CH:3]=[C:4]([OH:14])[CH:5]=[CH:6][C:7]=1[CH:8]1[O:13][CH2:12][CH2:11][NH:10][CH2:9]1.[C:15]([O:19][C:20]([CH3:23])([CH3:22])[CH3:21])(=[O:18])[CH:16]=[CH2:17], predict the reaction product. The product is: [C:20]([O:19][C:15](=[O:18])[CH2:16][CH2:17][N:10]1[CH2:11][CH2:12][O:13][CH:8]([C:7]2[CH:6]=[CH:5][C:4]([OH:14])=[CH:3][C:2]=2[CH3:1])[CH2:9]1)([CH3:23])([CH3:22])[CH3:21]. (6) Given the reactants [OH:1][C@@H:2]([CH2:11][CH3:12])[C@@H:3]([CH3:10])[C:4]([N:6]([O:8][CH3:9])[CH3:7])=[O:5].N1C(C)=CC=CC=1C.[CH2:21]([Si:23](OS(C(F)(F)F)(=O)=O)([CH2:26][CH3:27])[CH2:24][CH3:25])[CH3:22], predict the reaction product. The product is: [CH3:9][O:8][N:6]([CH3:7])[C:4](=[O:5])[C@H:3]([CH3:10])[C@@H:2]([O:1][Si:23]([CH2:26][CH3:27])([CH2:24][CH3:25])[CH2:21][CH3:22])[CH2:11][CH3:12].